Dataset: Catalyst prediction with 721,799 reactions and 888 catalyst types from USPTO. Task: Predict which catalyst facilitates the given reaction. Reactant: Cl[C:2]1[N:9]=[CH:8][CH:7]=[C:6]([O:10]C)[C:3]=1[C:4]#[N:5].[BrH:12]. The catalyst class is: 15. Product: [Br:12][C:2]1[N:9]=[CH:8][CH:7]=[C:6]([OH:10])[C:3]=1[C:4]#[N:5].